The task is: Predict the reaction yield, written as a fraction of the theoretical maximum amount of product (1.0 means a 100% yield; for example, 0.34 means a 34% yield).. This data is from Reaction yield outcomes from USPTO patents with 853,638 reactions. The reactants are [C:1]([O:5][C:6]([NH:8][CH:9]1[CH2:14][CH2:13][CH2:12][NH:11][CH2:10]1)=[O:7])([CH3:4])([CH3:3])[CH3:2].[CH2:15]([O:22][C:23]1[CH:24]=[C:25]([CH:30]=[C:31](OS(C(F)(F)F)(=O)=O)[CH:32]=1)[C:26]([O:28][CH3:29])=[O:27])[C:16]1[CH:21]=[CH:20][CH:19]=[CH:18][CH:17]=1. No catalyst specified. The product is [CH2:15]([O:22][C:23]1[CH:24]=[C:25]([CH:30]=[C:31]([N:11]2[CH2:12][CH2:13][CH2:14][CH:9]([NH:8][C:6]([O:5][C:1]([CH3:4])([CH3:2])[CH3:3])=[O:7])[CH2:10]2)[CH:32]=1)[C:26]([O:28][CH3:29])=[O:27])[C:16]1[CH:17]=[CH:18][CH:19]=[CH:20][CH:21]=1. The yield is 0.0600.